Dataset: Reaction yield outcomes from USPTO patents with 853,638 reactions. Task: Predict the reaction yield, written as a fraction of the theoretical maximum amount of product (1.0 means a 100% yield; for example, 0.34 means a 34% yield). (1) The reactants are C1(P(C2CCCCC2)C2C=CC=CC=2C2C(OC)=CC=CC=2OC)CCCCC1.C(=O)([O-])[O-].[K+].[K+].[CH3:36][N:37]([CH3:54])[CH2:38][C:39]1[CH:44]=[CH:43][C:42](B2OC(C)(C)C(C)(C)O2)=[CH:41][CH:40]=1.[F:55][C:56]1[CH:88]=[N:87][C:59]2[N:60]([C:80]3[CH:85]=[CH:84][CH:83]=[C:82](I)[CH:81]=3)[C:61](=[O:79])[N:62]([C@@H:65]3[CH2:70][CH2:69][C@H:68]([NH:71][C:72](=[O:78])[O:73][C:74]([CH3:77])([CH3:76])[CH3:75])[CH2:67][CH2:66]3)[C:63](=[O:64])[C:58]=2[CH:57]=1. The catalyst is O.C([O-])(=O)C.[Pd+2].C([O-])(=O)C.C(#N)C. The product is [CH3:54][N:37]([CH2:38][C:39]1[CH:40]=[CH:41][C:42]([C:82]2[CH:83]=[CH:84][CH:85]=[C:80]([N:60]3[C:59]4[N:87]=[CH:88][C:56]([F:55])=[CH:57][C:58]=4[C:63](=[O:64])[N:62]([C@@H:65]4[CH2:70][CH2:69][C@H:68]([NH:71][C:72](=[O:78])[O:73][C:74]([CH3:75])([CH3:76])[CH3:77])[CH2:67][CH2:66]4)[C:61]3=[O:79])[CH:81]=2)=[CH:43][CH:44]=1)[CH3:36]. The yield is 0.690. (2) The reactants are [CH:1]1([C:7]2[CH:20]=[CH:19][C:10]([O:11][CH2:12][C@H:13]3[O:17][C:16]([NH2:18])=[N:15][CH2:14]3)=[CH:9][CH:8]=2)[CH2:6][CH2:5][CH2:4][CH2:3][CH2:2]1.C1O[C@H]1CCl.[CH:26]1([C:32]2C=C[C:35]([OH:38])=[CH:34][CH:33]=2)CCCC[CH2:27]1.C(OC)(=O)C#CCCC. The catalyst is C(O)C. The product is [CH:1]1([C:7]2[CH:20]=[CH:19][C:10]([O:11][CH2:12][C@H:13]3[O:17][C:16]4=[N:18][C:35](=[O:38])[CH:34]=[C:33]([CH2:32][CH2:26][CH3:27])[N:15]4[CH2:14]3)=[CH:9][CH:8]=2)[CH2:2][CH2:3][CH2:4][CH2:5][CH2:6]1. The yield is 0.270. (3) The reactants are [C:1]([N:8]1[CH2:15][CH2:14][CH2:13][C@H:9]1[C:10](O)=O)([O:3][C:4]([CH3:7])([CH3:6])[CH3:5])=[O:2].C([N:18](CC)CC)C.C(OC(Cl)=O)C(C)C.N.FC(F)(F)C(OC(=O)C(F)(F)F)=O. The catalyst is CO.C1COCC1.CCOC(C)=O.ClCCl. The product is [C:10]([C@@H:9]1[CH2:13][CH2:14][CH2:15][N:8]1[C:1]([O:3][C:4]([CH3:7])([CH3:6])[CH3:5])=[O:2])#[N:18]. The yield is 0.500. (4) The reactants are [Na].Br[CH2:3][CH2:4][S:5]([O-:8])(=[O:7])=[O:6].C([O-])([O-])=O.[K+].[K+].[CH3:15][NH:16][CH2:17][CH2:18][CH2:19][CH2:20][CH2:21][CH2:22][CH2:23][CH2:24][CH2:25][CH2:26][CH2:27][CH3:28]. The catalyst is CN(C=O)C. The product is [CH3:15][NH+:16]([CH2:17][CH2:18][CH2:19][CH2:20][CH2:21][CH2:22][CH2:23][CH2:24][CH2:25][CH2:26][CH2:27][CH3:28])[CH2:3][CH2:4][S:5]([O-:8])(=[O:7])=[O:6]. The yield is 0.740. (5) The reactants are O[CH2:2][C:3]([C:5]1[CH:10]=[CH:9][CH:8]=[CH:7][CH:6]=1)=[O:4].O1CCN([C:17]2[CH:24]=[CH:23][C:20]([CH:21]=O)=[CH:19][CH:18]=2)CC1.O(C)[Na]. The catalyst is C1COCC1. The product is [C:20]1([CH:21]=[CH:2][C:3]([C:5]2[CH:10]=[CH:9][CH:8]=[CH:7][CH:6]=2)=[O:4])[CH:23]=[CH:24][CH:17]=[CH:18][CH:19]=1. The yield is 0.560. (6) The reactants are [CH3:1][N:2]1[C:10]2[CH:9]=[C:8]([N:11]3[CH:16]=[CH:15][C:14]([O:17][CH2:18][C:19]4[CH:24]=[CH:23][C:22]([C:25]([F:28])([F:27])[F:26])=[CH:21][N:20]=4)=[CH:13][C:12]3=[O:29])[CH:7]=[CH:6][C:5]=2[C:4]2[CH2:30][N:31](C(OC(C)(C)C)=O)[CH2:32][CH2:33][C:3]1=2.C1(N)C(F)=C(F)C(F)=C(N)C=1F.[ClH:53].Cl. No catalyst specified. The product is [ClH:53].[ClH:53].[CH3:1][N:2]1[C:10]2[CH:9]=[C:8]([N:11]3[CH:16]=[CH:15][C:14]([O:17][CH2:18][C:19]4[CH:24]=[CH:23][C:22]([C:25]([F:28])([F:26])[F:27])=[CH:21][N:20]=4)=[CH:13][C:12]3=[O:29])[CH:7]=[CH:6][C:5]=2[C:4]2[CH2:30][NH:31][CH2:32][CH2:33][C:3]1=2. The yield is 0.900.